Dataset: Full USPTO retrosynthesis dataset with 1.9M reactions from patents (1976-2016). Task: Predict the reactants needed to synthesize the given product. (1) Given the product [CH2:2]=[CH:3][C:4]1[CH:9]=[CH:8][CH:7]=[CH:6][CH:5]=1.[CH2:1]=[CH:2][CH2:3][CH2:4][CH2:5][CH2:44][CH2:43][CH2:50][CH2:47][CH2:46][CH2:45][CH3:51].[CH:23]1[CH:22]=[CH:17][C:16]([CH:15]([OH:10])[CH2:14][OH:19])=[CH:25][CH:24]=1, predict the reactants needed to synthesize it. The reactants are: [C:1](OCC)(=[O:10])/[CH:2]=[CH:3]/[C:4]1[CH:9]=[CH:8][CH:7]=[CH:6][CH:5]=1.[C:14]([O:19]CC)(=O)/[CH:15]=[CH:16]/[CH3:17].[C:22](OC)(=O)/[CH:23]=[CH:24]/[C:25](OC)=O.C(OC)(=O)/C=C\C(OC)=O.O=[C:43]1[CH2:50][C:47](C)(C)[CH2:46][C:45]([CH3:51])=[CH:44]1. (2) The reactants are: [CH2:1]1COC23OCCOC2([C@]2(CC[C@H]4[C@@H]([C@H](C=O)CC5[C@]4(C)CCCC5)[C@@H]2C3)C)[O:2]1.C=[C:31]1[CH:48]2[C@:43]([CH3:50])([CH2:44][CH2:45][C:46](=[O:49])[CH2:47]2)[C@@H:42]2[C@H:33]([C@H:34]3[C@@:38]([CH2:40][CH2:41]2)([CH3:39])[C:37](=[O:51])[CH2:36][CH2:35]3)[CH2:32]1. Given the product [CH:1]([C@@H:32]1[CH2:31][CH:48]2[C@:43]([CH3:50])([CH2:44][CH2:45][C:46](=[O:49])[CH2:47]2)[C@@H:42]2[C@@H:33]1[C@H:34]1[C@@:38]([CH2:40][CH2:41]2)([CH3:39])[C:37](=[O:51])[CH2:36][CH2:35]1)=[O:2], predict the reactants needed to synthesize it. (3) Given the product [CH3:4][N:5]1[C:13]2[C:8](=[CH:9][C:10]([NH2:14])=[CH:11][CH:12]=2)[CH:7]=[C:6]1[CH2:17][N:18]1[CH2:22][CH2:21][CH2:20][CH2:19]1, predict the reactants needed to synthesize it. The reactants are: C(O)=O.[CH3:4][N:5]1[C:13]2[C:8](=[CH:9][C:10]([N+:14]([O-])=O)=[CH:11][CH:12]=2)[CH:7]=[C:6]1[CH2:17][N:18]1[CH2:22][CH2:21][CH2:20][CH2:19]1. (4) Given the product [C:1]([O:5][C:6]([NH:8][C:9]1[C:13]2=[N:14][CH:15]=[C:16]([CH:18]3[CH2:19][CH2:20][O:21][CH2:22][CH2:23]3)[CH:17]=[C:12]2[S:11][C:10]=1[C:24]([O:26][CH3:27])=[O:25])=[O:7])([CH3:4])([CH3:3])[CH3:2], predict the reactants needed to synthesize it. The reactants are: [C:1]([O:5][C:6]([NH:8][C:9]1[C:13]2=[N:14][CH:15]=[C:16]([C:18]3[CH2:19][CH2:20][O:21][CH2:22][CH:23]=3)[CH:17]=[C:12]2[S:11][C:10]=1[C:24]([O:26][CH3:27])=[O:25])=[O:7])([CH3:4])([CH3:3])[CH3:2]. (5) Given the product [CH3:56][O:57][C:58](=[O:59])/[CH:60]=[CH:32]/[CH:18]1[CH:19]2[CH:23]([O:22][CH:21]([CH:24]=[CH:25][C:26]3[CH:27]=[CH:28][CH:29]=[CH:30][CH:31]=3)[O:20]2)[CH:16]([N:11]2[CH:10]=[N:9][C:8]3[C:12]2=[N:13][CH:14]=[N:15][C:7]=3[NH:6][C:4]([NH:3][CH2:1][CH3:2])=[O:5])[O:17]1, predict the reactants needed to synthesize it. The reactants are: [CH2:1]([NH:3][C:4]([NH:6][C:7]1[N:15]=[CH:14][N:13]=[C:12]2[C:8]=1[N:9]=[CH:10][N:11]2[CH:16]1[CH:23]2[CH:19]([O:20][CH:21](/[CH:24]=[CH:25]/[C:26]3[CH:31]=[CH:30][CH:29]=[CH:28][CH:27]=3)[O:22]2)[CH:18]([CH2:32]O)[O:17]1)=[O:5])[CH3:2].CC(OI1(OC(C)=O)(OC(C)=O)OC(=O)C2C=CC=CC1=2)=O.[CH3:56][O:57][C:58]([CH:60]=P(C1C=CC=CC=1)(C1C=CC=CC=1)C1C=CC=CC=1)=[O:59]. (6) The reactants are: CO[C:3]1[CH:20]=[CH:19][C:6]2[N:7]=[C:8]([C:10]3[CH:11]=[N:12][C:13]([N:16]([CH3:18])C)=N[CH:15]=3)[S:9][C:5]=2[CH:4]=1.B(Br)(Br)Br.[Cl-].[Cl-].[Ca+2].[C:28]([O-:31])(O)=O.[Na+].[CH2:33](Cl)Cl. Given the product [CH3:28][O:31][C:20]1[CH:3]=[CH:4][C:5]2[S:9][C:8]([C:10]3[CH:15]=[CH:33][C:13]([NH:16][CH3:18])=[N:12][CH:11]=3)=[N:7][C:6]=2[CH:19]=1, predict the reactants needed to synthesize it.